This data is from Full USPTO retrosynthesis dataset with 1.9M reactions from patents (1976-2016). The task is: Predict the reactants needed to synthesize the given product. (1) Given the product [CH2:1]([CH:4]1[CH2:8][N:7]([CH2:9][C:10]2[CH:11]=[C:12]3[CH:18]=[CH:17][NH:16][C:13]3=[N:14][CH:15]=2)[C:6](=[O:29])[CH2:5]1)[CH2:2][CH3:3], predict the reactants needed to synthesize it. The reactants are: [CH2:1]([CH:4]1[CH2:8][N:7]([CH2:9][C:10]2[CH:11]=[C:12]3[CH:18]=[CH:17][N:16]([Si](C(C)C)(C(C)C)C(C)C)[C:13]3=[N:14][CH:15]=2)[C:6](=[O:29])[CH2:5]1)[CH2:2][CH3:3].[F-].C([N+](CCCC)(CCCC)CCCC)CCC.CCOCC.O. (2) Given the product [S:1]1[CH:5]=[CH:4][C:3]2[CH:6]=[CH:7][CH:8]=[C:9]([CH:22]([NH:13][C:14]3[CH:19]=[CH:18][CH:17]=[CH:16][CH:15]=3)[C:23]([OH:25])=[O:24])[C:2]1=2, predict the reactants needed to synthesize it. The reactants are: [S:1]1[CH:5]=[CH:4][C:3]2[CH:6]=[CH:7][CH:8]=[C:9](B(O)O)[C:2]1=2.[NH2:13][C:14]1[CH:19]=[CH:18][CH:17]=[CH:16][CH:15]=1.O.O=[CH:22][C:23]([OH:25])=[O:24].